This data is from Reaction yield outcomes from USPTO patents with 853,638 reactions. The task is: Predict the reaction yield, written as a fraction of the theoretical maximum amount of product (1.0 means a 100% yield; for example, 0.34 means a 34% yield). (1) The reactants are C(OC(=O)[NH:7][C:8]([CH3:38])([CH3:37])[C:9]([N:11]1[CH2:14][CH:13]([C:15]2[CH:36]=[CH:35][C:18]3[C:19]4[N:20]=[C:21]([C:27]5[N:28]([CH:32]([CH3:34])[CH3:33])[N:29]=[CH:30][N:31]=5)[S:22][C:23]=4[CH2:24][CH2:25][O:26][C:17]=3[CH:16]=2)[CH2:12]1)=[O:10])(C)(C)C.C(O)(C(F)(F)F)=O. The catalyst is C(Cl)Cl. The product is [NH2:7][C:8]([CH3:38])([CH3:37])[C:9]([N:11]1[CH2:12][CH:13]([C:15]2[CH:36]=[CH:35][C:18]3[C:19]4[N:20]=[C:21]([C:27]5[N:28]([CH:32]([CH3:34])[CH3:33])[N:29]=[CH:30][N:31]=5)[S:22][C:23]=4[CH2:24][CH2:25][O:26][C:17]=3[CH:16]=2)[CH2:14]1)=[O:10]. The yield is 0.710. (2) The reactants are [Cl:1][C:2]1[CH:3]=[C:4]([CH2:9][CH2:10]CC#N)[CH:5]=[CH:6][C:7]=1[Cl:8].[OH-:14].[Na+].[CH2:16]([OH:18])[CH3:17]. No catalyst specified. The product is [Cl:1][C:2]1[CH:3]=[C:4]([CH2:9][CH2:10][CH2:17][C:16]([OH:14])=[O:18])[CH:5]=[CH:6][C:7]=1[Cl:8]. The yield is 1.00. (3) The product is [CH3:1][O:2][C:3]1[CH:8]=[C:7]([CH:6]=[C:5]([CH2:12][O:13][CH3:14])[CH:4]=1)[NH2:9]. The yield is 0.920. The reactants are [CH3:1][O:2][C:3]1[CH:8]=[C:7]([N+:9]([O-])=O)[CH:6]=[C:5]([CH2:12][O:13][CH3:14])[CH:4]=1. The catalyst is CO.[Pd]. (4) The reactants are [CH3:1][O:2][C:3]1[CH:4]=[C:5]([CH:24]=[CH:25][CH:26]=1)[CH2:6][CH2:7][C:8]1[S:9][C:10]2[N:11]=[C:12]([NH2:23])[N:13]=[C:14]([N:17]3[CH2:22][CH2:21][NH:20][CH2:19][CH2:18]3)[C:15]=2[N:16]=1.[Br:27][C:28]1[CH:38]=[CH:37][C:31]([O:32][CH2:33][C:34](O)=[O:35])=[CH:30][CH:29]=1. No catalyst specified. The product is [NH2:23][C:12]1[N:13]=[C:14]([N:17]2[CH2:22][CH2:21][N:20]([C:34](=[O:35])[CH2:33][O:32][C:31]3[CH:37]=[CH:38][C:28]([Br:27])=[CH:29][CH:30]=3)[CH2:19][CH2:18]2)[C:15]2[N:16]=[C:8]([CH2:7][CH2:6][C:5]3[CH:24]=[CH:25][CH:26]=[C:3]([O:2][CH3:1])[CH:4]=3)[S:9][C:10]=2[N:11]=1. The yield is 0.650.